This data is from Forward reaction prediction with 1.9M reactions from USPTO patents (1976-2016). The task is: Predict the product of the given reaction. (1) Given the reactants [CH3:1][NH:2][CH2:3][CH2:4][CH2:5][NH:6][S:7]([C:10]1[CH:15]=[C:14]([S:16]([C:19]2[CH:24]=[CH:23][CH:22]=[CH:21][CH:20]=2)(=[O:18])=[O:17])[CH:13]=[CH:12][C:11]=1[C:25]([F:28])([F:27])[F:26])(=[O:9])=[O:8].[C:29]1(=[O:35])[O:34][C:32](=[O:33])[CH2:31][CH2:30]1, predict the reaction product. The product is: [CH3:1][N:2]([CH2:3][CH2:4][CH2:5][NH:6][S:7]([C:10]1[CH:15]=[C:14]([S:16]([C:19]2[CH:20]=[CH:21][CH:22]=[CH:23][CH:24]=2)(=[O:17])=[O:18])[CH:13]=[CH:12][C:11]=1[C:25]([F:28])([F:27])[F:26])(=[O:9])=[O:8])[C:29](=[O:35])[CH2:30][CH2:31][C:32]([OH:34])=[O:33]. (2) The product is: [O:1]1[CH2:5][CH2:4][C@H:3]([S:6]([C:9]2[CH:10]=[CH:11][C:12]([C:15]([N:17]3[CH2:18][CH2:19][C:20]4([C:23]5=[CH:34][CH:33]=[C:32]([C:35]([F:37])([F:36])[F:38])[N:24]5[C:25]5[CH:31]=[CH:30][CH:29]=[CH:28][C:26]=5[O:27]4)[CH2:21][CH2:22]3)=[O:16])=[CH:13][CH:14]=2)(=[O:8])=[O:7])[CH2:2]1. Given the reactants [O:1]1[CH2:5][CH2:4][CH:3]([S:6]([C:9]2[CH:14]=[CH:13][C:12]([C:15]([N:17]3[CH2:22][CH2:21][C:20]4([O:27][C:26]5[CH:28]=[CH:29][CH:30]=[CH:31][C:25]=5[N:24]5[C:32]([C:35]([F:38])([F:37])[F:36])=[CH:33][CH:34]=[C:23]45)[CH2:19][CH2:18]3)=[O:16])=[CH:11][CH:10]=2)(=[O:8])=[O:7])[CH2:2]1.CC(O)C.C(=O)=O, predict the reaction product.